This data is from Full USPTO retrosynthesis dataset with 1.9M reactions from patents (1976-2016). The task is: Predict the reactants needed to synthesize the given product. (1) Given the product [F:8][C:5]1[N:4]=[C:3]([C:9]#[N:10])[C:2](=[O:13])[NH:7][CH:6]=1, predict the reactants needed to synthesize it. The reactants are: F[C:2]1[C:3]([C:9]#[N:10])=[N:4][C:5]([F:8])=[CH:6][N:7]=1.C([O-])(=[O:13])C.[Na+].C(OCC)(=O)C.Cl. (2) The reactants are: [CH3:1][O:2][C:3]([C:5]1[CH:6]=[C:7]([C:12]2[CH:17]=[CH:16][C:15]([CH3:18])=[CH:14][CH:13]=2)[CH:8]=[C:9](I)[CH:10]=1)=[O:4].[O:19]1[C:23]2[CH:24]=[CH:25][CH:26]=[CH:27][C:22]=2[NH:21][C:20]1=[O:28].[O-]P([O-])([O-])=O.[K+].[K+].[K+].CNC1CCCCC1NC. Given the product [CH3:1][O:2][C:3]([C:5]1[CH:6]=[C:7]([C:12]2[CH:17]=[CH:16][C:15]([CH3:18])=[CH:14][CH:13]=2)[CH:8]=[C:9]([N:21]2[C:22]3[CH:27]=[CH:26][CH:25]=[CH:24][C:23]=3[O:19][C:20]2=[O:28])[CH:10]=1)=[O:4], predict the reactants needed to synthesize it. (3) Given the product [C:1]1([C:38]([C:23]2[CH:22]=[CH:21][C:20]3[C:19]([CH3:18])([CH3:35])[CH2:28][CH2:27][C:26]([CH3:29])([CH3:30])[C:25]=3[CH:24]=2)=[O:40])[CH:6]=[CH:5][CH:4]=[CH:3][CH:2]=1, predict the reactants needed to synthesize it. The reactants are: [C:1]1(Br)[CH:6]=[CH:5][CH:4]=[CH:3][CH:2]=1.[Br-].C1C=CC=CC=1.[Mg].II.[CH3:18][C:19]1([CH3:35])[CH2:28][CH2:27][C:26]([CH3:30])([CH3:29])[C:25]2[CH:24]=[C:23](C[N-]OC)[CH:22]=[CH:21][C:20]1=2.[Cl-].[NH4+].[CH2:38]([O:40]CC)C. (4) The reactants are: Cl[C:2]1[N:7]=[C:6]([O:8][CH3:9])[CH:5]=[CH:4][N:3]=1.[N:10]1[CH:11]=[CH:12][N:13]2[CH:18]=[C:17]([C:19]#[N:20])[CH:16]=[CH:15][C:14]=12.C(=O)([O-])[O-].[K+].[K+].C1(P(C2C=CC=CC=2)C2C=CC=CC=2)C=CC=CC=1. Given the product [CH3:9][O:8][C:6]1[CH:5]=[CH:4][N:3]=[C:2]([C:12]2[N:13]3[CH:18]=[C:17]([C:19]#[N:20])[CH:16]=[CH:15][C:14]3=[N:10][CH:11]=2)[N:7]=1, predict the reactants needed to synthesize it. (5) Given the product [ClH:37].[O:17]([C:14]1[CH:13]=[CH:12][C:11]([C:10]2[C:3]3[C:4](=[N:5][CH:6]=[N:7][C:2]=3[NH2:1])[N:8]([C@@H:24]3[CH2:29][CH2:28][CH2:27][NH:26][CH2:25]3)[N:9]=2)=[CH:16][CH:15]=1)[C:18]1[CH:23]=[CH:22][CH:21]=[CH:20][CH:19]=1, predict the reactants needed to synthesize it. The reactants are: [NH2:1][C:2]1[N:7]=[CH:6][N:5]=[C:4]2[N:8]([C@@H:24]3[CH2:29][CH2:28][CH2:27][N:26](C(OC(C)(C)C)=O)[CH2:25]3)[N:9]=[C:10]([C:11]3[CH:16]=[CH:15][C:14]([O:17][C:18]4[CH:23]=[CH:22][CH:21]=[CH:20][CH:19]=4)=[CH:13][CH:12]=3)[C:3]=12.[ClH:37].